This data is from Forward reaction prediction with 1.9M reactions from USPTO patents (1976-2016). The task is: Predict the product of the given reaction. The product is: [C:11]([C:13]1[CH:18]=[CH:17][CH:16]=[CH:15][C:14]=1[S:19]([N:2]([CH3:3])[CH3:1])(=[O:21])=[O:20])#[N:12]. Given the reactants [CH3:1][NH:2][CH3:3].C(N(CC)CC)C.[C:11]([C:13]1[CH:18]=[CH:17][CH:16]=[CH:15][C:14]=1[S:19](Cl)(=[O:21])=[O:20])#[N:12], predict the reaction product.